Dataset: Peptide-MHC class II binding affinity with 134,281 pairs from IEDB. Task: Regression. Given a peptide amino acid sequence and an MHC pseudo amino acid sequence, predict their binding affinity value. This is MHC class II binding data. (1) The peptide sequence is NGDGDVVAVDIKEKG. The MHC is DRB3_0101 with pseudo-sequence DRB3_0101. The binding affinity (normalized) is 0.0146. (2) The peptide sequence is SVRFSWLSLLVPFVQWF. The MHC is HLA-DQA10501-DQB10201 with pseudo-sequence HLA-DQA10501-DQB10201. The binding affinity (normalized) is 0.552. (3) The peptide sequence is QRMMAEIDTDGDGFI. The MHC is DRB1_1101 with pseudo-sequence DRB1_1101. The binding affinity (normalized) is 0.0993.